This data is from Forward reaction prediction with 1.9M reactions from USPTO patents (1976-2016). The task is: Predict the product of the given reaction. Given the reactants [NH2:1]/[C:2](/[C:6]1[CH:11]=[CH:10][N:9]=[C:8]([Cl:12])[CH:7]=1)=[CH:3]\[C:4]#[N:5].[C:13](O)(=O)[C:14](O)=O.C([NH:21]N)C.Cl, predict the reaction product. The product is: [Cl:12][C:8]1[CH:7]=[C:6]([C:2]2[CH:3]=[C:4]([NH2:21])[N:5]([CH2:13][CH3:14])[N:1]=2)[CH:11]=[CH:10][N:9]=1.